From a dataset of Full USPTO retrosynthesis dataset with 1.9M reactions from patents (1976-2016). Predict the reactants needed to synthesize the given product. (1) Given the product [ClH:14].[NH2:2][CH2:1][C:3]1[C:8]([C:9]([O:11][CH2:12][CH3:13])=[O:10])=[CH:7][CH:6]=[CH:5][N:4]=1, predict the reactants needed to synthesize it. The reactants are: [C:1]([C:3]1[C:8]([C:9]([O:11][CH2:12][CH3:13])=[O:10])=[CH:7][CH:6]=[CH:5][N:4]=1)#[N:2].[ClH:14].[H][H]. (2) Given the product [Cl:1][C:2]1[CH:3]=[CH:4][C:5]([C:8]2[NH:42][C:39]3[C:40]([C:9]=2[CH2:10][CH2:11][CH2:12][N:13]2[CH2:18][CH2:17][CH:16]([C:19]4[CH:20]=[C:21]([NH:25][C:26](=[O:30])[CH:27]([CH3:28])[CH3:29])[CH:22]=[CH:23][CH:24]=4)[CH2:15][CH2:14]2)=[CH:41][C:36]([O:35][C:34]([F:45])([F:44])[F:33])=[CH:37][CH:38]=3)=[CH:6][CH:7]=1, predict the reactants needed to synthesize it. The reactants are: [Cl:1][C:2]1[CH:7]=[CH:6][C:5]([C:8](=O)[CH2:9][CH2:10][CH2:11][CH2:12][N:13]2[CH2:18][CH2:17][CH:16]([C:19]3[CH:20]=[C:21]([NH:25][C:26](=[O:30])[CH:27]([CH3:29])[CH3:28])[CH:22]=[CH:23][CH:24]=3)[CH2:15][CH2:14]2)=[CH:4][CH:3]=1.Cl.[F:33][C:34]([F:45])([F:44])[O:35][C:36]1[CH:41]=[CH:40][C:39]([NH:42]N)=[CH:38][CH:37]=1.